Dataset: Forward reaction prediction with 1.9M reactions from USPTO patents (1976-2016). Task: Predict the product of the given reaction. (1) Given the reactants [NH2:1][CH2:2][CH:3]1[O:7][C:6]2[CH:8]=[CH:9][C:10]([CH2:12][CH:13]([N:15]([CH2:22][CH3:23])[C:16](=[O:21])[C:17]([F:20])([F:19])[F:18])[CH3:14])=[CH:11][C:5]=2[O:4]1.[C:24]1(=[O:30])[O:29][C:27](=[O:28])[CH2:26][CH2:25]1.C(N(CC)CC)C, predict the reaction product. The product is: [CH2:22]([N:15]([C:16](=[O:21])[C:17]([F:18])([F:20])[F:19])[CH:13]([CH3:14])[CH2:12][C:10]1[CH:9]=[CH:8][C:6]2[O:7][CH:3]([CH2:2][NH:1][C:24](=[O:30])[CH2:25][CH2:26][C:27]([OH:29])=[O:28])[O:4][C:5]=2[CH:11]=1)[CH3:23]. (2) Given the reactants [CH3:1][C:2]1[CH:7]=[CH:6][N:5]=[CH:4][C:3]=1[N:8]1[CH2:12][CH2:11][NH:10][C:9]1=[O:13].Br[C:15]1[S:23][C:22]2[CH:21]=[CH:20][N:19]=[C:18]([O:24][CH3:25])[C:17]=2[CH:16]=1.N[C@@H]1CCCC[C@H]1N.P([O-])([O-])([O-])=O.[K+].[K+].[K+], predict the reaction product. The product is: [CH3:25][O:24][C:18]1[C:17]2[CH:16]=[C:15]([N:10]3[CH2:11][CH2:12][N:8]([C:3]4[CH:4]=[N:5][CH:6]=[CH:7][C:2]=4[CH3:1])[C:9]3=[O:13])[S:23][C:22]=2[CH:21]=[CH:20][N:19]=1. (3) Given the reactants [F:1][C:2]1[CH:7]=[CH:6][C:5]([C:8]2[C:17]([CH3:18])=[CH:16][C:15]3[C:10](=[CH:11][CH:12]=[C:13]([O:19][CH3:20])[CH:14]=3)[C:9]=2[O:21][CH2:22]OC)=[CH:4][CH:3]=1.Cl.O1CCOCC1.FC1[CH:40]=[CH:39][C:36]([CH:37]=[O:38])=[CH:35][CH:34]=1.C([O-])([O-])=O.[Cs+].[Cs+], predict the reaction product. The product is: [F:1][C:2]1[CH:3]=[CH:4][C:5]([C:8]2[C:17]([CH3:18])=[CH:16][C:11]3[C:10](=[CH:15][CH:14]=[C:13]([O:19][CH3:20])[CH:12]=3)[C:9]=2[O:21][C:22]2[CH:40]=[CH:39][C:36]([CH:37]=[O:38])=[CH:35][CH:34]=2)=[CH:6][CH:7]=1.